From a dataset of Catalyst prediction with 721,799 reactions and 888 catalyst types from USPTO. Predict which catalyst facilitates the given reaction. (1) Reactant: [Br:1][C:2]1[C:3]([S:12]C(C)(C)C)=[C:4]([CH:8]=[CH:9][C:10]=1[I:11])[CH:5]=[N:6]O.C1(C)C=CC(S(O)(=O)=O)=CC=1. Product: [Br:1][C:2]1[C:3]2[S:12][N:6]=[CH:5][C:4]=2[CH:8]=[CH:9][C:10]=1[I:11]. The catalyst class is: 51. (2) Reactant: [CH3:1][NH:2][C:3](=[O:23])[C:4]1[CH:9]=[C:8]([O:10][C:11]2[CH:22]=[CH:21][C:14]3[N:15]=[C:16](S(C)=O)[S:17][C:13]=3[CH:12]=2)[CH:7]=[CH:6][N:5]=1.[C@@H:24]1([NH2:31])[CH2:29][CH2:28][CH2:27][CH2:26][C@H:25]1[NH2:30]. Product: [NH2:30][C@@H:25]1[CH2:26][CH2:27][CH2:28][CH2:29][C@H:24]1[NH:31][C:16]1[S:17][C:13]2[CH:12]=[C:11]([O:10][C:8]3[CH:7]=[CH:6][N:5]=[C:4]([C:3]([NH:2][CH3:1])=[O:23])[CH:9]=3)[CH:22]=[CH:21][C:14]=2[N:15]=1. The catalyst class is: 37. (3) Reactant: [CH2:1]([N:8]1[CH:12]=[CH:11][N:10]=[C:9]1[CH:13]([NH2:19])[CH:14]([CH2:17][CH3:18])[CH2:15][CH3:16])[C:2]1[CH:7]=[CH:6][CH:5]=[CH:4][CH:3]=1.C(N(CC)CC)C.[Cl:27][C:28]1[S:32][C:31]([S:33](Cl)(=[O:35])=[O:34])=[CH:30][CH:29]=1. The catalyst class is: 91. Product: [CH2:1]([N:8]1[CH:12]=[CH:11][N:10]=[C:9]1[CH:13]([NH:19][S:33]([C:31]1[S:32][C:28]([Cl:27])=[CH:29][CH:30]=1)(=[O:35])=[O:34])[CH:14]([CH2:17][CH3:18])[CH2:15][CH3:16])[C:2]1[CH:3]=[CH:4][CH:5]=[CH:6][CH:7]=1.